This data is from Full USPTO retrosynthesis dataset with 1.9M reactions from patents (1976-2016). The task is: Predict the reactants needed to synthesize the given product. Given the product [C:38]([O:42][C:43]([N:45]1[CH2:50][CH2:49][N:48]([C:51]2[CH:56]=[CH:55][C:54]([C:57](=[O:72])[NH:58][C:59]3[C:60]([Cl:71])=[CH:61][C:62]([C:25]4[CH:26]=[CH:27][C:22]([C:20]5[N:21]=[C:17]([C@@H:12]6[CH2:13][C@H:14]([CH3:16])[CH2:15][N:11]6[C:9](=[O:10])[C@@H:5]([NH:4][C:3]([O:2][CH3:1])=[O:37])[CH:6]([CH3:8])[CH3:7])[NH:18][CH:19]=5)=[CH:23][CH:24]=4)=[C:63]([O:65][C:66]([F:69])([F:68])[F:67])[CH:64]=3)=[CH:53][N:52]=2)[C@H:47]([CH3:73])[CH2:46]1)=[O:44])([CH3:41])([CH3:40])[CH3:39], predict the reactants needed to synthesize it. The reactants are: [CH3:1][O:2][C:3](=[O:37])[NH:4][C@H:5]([C:9]([N:11]1[CH2:15][C@@H:14]([CH3:16])[CH2:13][C@H:12]1[C:17]1[NH:18][CH:19]=[C:20]([C:22]2[CH:27]=[CH:26][C:25](B3OC(C)(C)C(C)(C)O3)=[CH:24][CH:23]=2)[N:21]=1)=[O:10])[CH:6]([CH3:8])[CH3:7].[C:38]([O:42][C:43]([N:45]1[CH2:50][CH2:49][N:48]([C:51]2[CH:56]=[CH:55][C:54]([C:57](=[O:72])[NH:58][C:59]3[CH:64]=[C:63]([O:65][C:66]([F:69])([F:68])[F:67])[C:62](Br)=[CH:61][C:60]=3[Cl:71])=[CH:53][N:52]=2)[C@H:47]([CH3:73])[CH2:46]1)=[O:44])([CH3:41])([CH3:40])[CH3:39].O.C(=O)([O-])[O-].[K+].[K+].